Dataset: Cav3 T-type calcium channel HTS with 100,875 compounds. Task: Binary Classification. Given a drug SMILES string, predict its activity (active/inactive) in a high-throughput screening assay against a specified biological target. (1) The compound is O(CCCNC(=O)C(NC(=O)CNC(=O)c1ccccc1)c1ccc(cc1)C)CC. The result is 0 (inactive). (2) The result is 0 (inactive). The drug is n12nc(c3c(c1nnc2C)cccc3)c1ccccc1. (3) The compound is O=NN(CC(N(N=O)CCc1ccccc1)C(C)C)C(Cc1ccccc1)CN(N=O)C. The result is 0 (inactive).